This data is from Full USPTO retrosynthesis dataset with 1.9M reactions from patents (1976-2016). The task is: Predict the reactants needed to synthesize the given product. (1) Given the product [Cl:29][C:20]1[CH:19]=[CH:18][C:16]2[CH2:17][CH:13]([CH2:12][NH:31][CH3:30])[O:14][C:15]=2[C:21]=1[C:22]1[CH:27]=[CH:26][CH:25]=[CH:24][C:23]=1[CH3:28], predict the reactants needed to synthesize it. The reactants are: CC1C=CC(S(O[CH2:12][CH:13]2[CH2:17][C:16]3[CH:18]=[CH:19][C:20]([Cl:29])=[C:21]([C:22]4[CH:27]=[CH:26][CH:25]=[CH:24][C:23]=4[CH3:28])[C:15]=3[O:14]2)(=O)=O)=CC=1.[CH3:30][NH2:31]. (2) The reactants are: C1(P(=[O:20])(C2C=CC=CC=2)C2C=CC=CC=2)C=CC=CC=1.FC(F)(F)S(OS(C(F)(F)F)(=O)=O)(=O)=O.C([S:43][CH:44]([CH2:77][N:78]1[CH2:83][CH2:82][S:81][CH2:80][CH2:79]1)[CH2:45][NH:46][C:47]([C:49]1[NH:50][C:51]2[C:56]([CH:57]=1)=[CH:55][C:54]([O:58][CH2:59][CH2:60][O:61][CH3:62])=[CH:53][C:52]=2[N:63]([CH2:73][CH:74]1[CH2:76][CH2:75]1)[S:64]([C:67]1[CH:72]=[CH:71][CH:70]=[CH:69][N:68]=1)(=[O:66])=[O:65])=O)C1C=CC=CC=1.C1(SC)C=CC=CC=1.C(=O)(O)[O-].[Na+]. Given the product [CH:74]1([CH2:73][N:63]([C:52]2[CH:53]=[C:54]([O:58][CH2:59][CH2:60][O:61][CH3:62])[CH:55]=[C:56]3[C:51]=2[NH:50][C:49]([C:47]2[S:43][CH:44]([CH2:77][N:78]4[CH2:83][CH2:82][S:81](=[O:20])[CH2:80][CH2:79]4)[CH2:45][N:46]=2)=[CH:57]3)[S:64]([C:67]2[CH:72]=[CH:71][CH:70]=[CH:69][N:68]=2)(=[O:65])=[O:66])[CH2:75][CH2:76]1, predict the reactants needed to synthesize it. (3) Given the product [CH:39]1([N:42]([CH:43]2[CH2:45][CH2:44]2)[C:18]([C:16]2[N:15]([CH2:21][CH3:22])[C:13]3=[N:14][C:9]([N:8]([CH2:27][C:28]4[CH:33]=[CH:32][C:31]([O:34][CH3:35])=[CH:30][C:29]=4[O:36][CH3:37])[C:6](=[O:7])[O:5][C:1]([CH3:2])([CH3:4])[CH3:3])=[C:10]4[N:25]=[CH:24][N:23]([CH3:26])[C:11]4=[C:12]3[CH:17]=2)=[O:20])[CH2:41][CH2:40]1, predict the reactants needed to synthesize it. The reactants are: [C:1]([O:5][C:6]([N:8]([CH2:27][C:28]1[CH:33]=[CH:32][C:31]([O:34][CH3:35])=[CH:30][C:29]=1[O:36][CH3:37])[C:9]1[N:14]=[C:13]2[N:15]([CH2:21][CH3:22])[C:16]([C:18]([OH:20])=O)=[CH:17][C:12]2=[C:11]2[N:23]([CH3:26])[CH:24]=[N:25][C:10]=12)=[O:7])([CH3:4])([CH3:3])[CH3:2].Cl.[CH:39]1([NH:42][CH:43]2[CH2:45][CH2:44]2)[CH2:41][CH2:40]1.CN1CCOCC1.CN(C(ON1N=NC2C=CC=NC1=2)=[N+](C)C)C.F[P-](F)(F)(F)(F)F. (4) Given the product [NH2:22][CH2:21][CH2:20][C:17]1[N:16]=[CH:15][C:14]([CH2:13][CH2:12][NH2:11])=[CH:19][CH:18]=1, predict the reactants needed to synthesize it. The reactants are: C1(COC([NH:11][CH2:12][CH2:13][C:14]2[CH:15]=[N:16][C:17]([CH2:20][CH2:21][NH:22]C(OCC3C=CC=CC=3)=O)=[CH:18][CH:19]=2)=O)C=CC=CC=1. (5) Given the product [CH3:1][N:2]1[CH2:7][CH2:6][N:5]([C:8]2[CH:9]=[CH:10][C:11]3[N:15]=[C:14]([C:16]4[C:24]5[C:19](=[C:20]([NH:25][C:27](=[O:34])[C:28]6[CH:33]=[CH:32][CH:31]=[CH:30][CH:29]=6)[CH:21]=[CH:22][CH:23]=5)[NH:18][N:17]=4)[NH:13][C:12]=3[CH:26]=2)[CH2:4][CH2:3]1, predict the reactants needed to synthesize it. The reactants are: [CH3:1][N:2]1[CH2:7][CH2:6][N:5]([C:8]2[CH:9]=[CH:10][C:11]3[N:15]=[C:14]([C:16]4[C:24]5[C:19](=[C:20]([NH2:25])[CH:21]=[CH:22][CH:23]=5)[NH:18][N:17]=4)[NH:13][C:12]=3[CH:26]=2)[CH2:4][CH2:3]1.[C:27](Cl)(=[O:34])[C:28]1[CH:33]=[CH:32][CH:31]=[CH:30][CH:29]=1.C(N(C(C)C)CC)(C)C. (6) Given the product [Cl:7][C:8]1[CH:9]=[C:10]([C:30]2[CH:31]=[C:32]([CH2:36][NH:37][S:38]([CH2:41][CH3:42])(=[O:39])=[O:40])[CH:33]=[N:34][CH:35]=2)[CH:11]=[C:12]2[C:17]=1[N:16]([CH3:18])[C:15](=[O:19])[CH2:14][CH2:13]2, predict the reactants needed to synthesize it. The reactants are: C([O-])([O-])=O.[Na+].[Na+].[Cl:7][C:8]1[CH:9]=[C:10](B2OC(C)(C)C(C)(C)O2)[CH:11]=[C:12]2[C:17]=1[N:16]([CH3:18])[C:15](=[O:19])[CH2:14][CH2:13]2.Br[C:30]1[CH:31]=[C:32]([CH2:36][NH:37][S:38]([CH2:41][CH3:42])(=[O:40])=[O:39])[CH:33]=[N:34][CH:35]=1.C([O-])(O)=O.[Na+]. (7) Given the product [Cl:11][C:8]([C:7]1[C:2]([Cl:1])=[N:3][CH:4]=[CH:5][CH:6]=1)=[N:9][OH:10], predict the reactants needed to synthesize it. The reactants are: [Cl:1][C:2]1[C:7]([CH:8]=[N:9][OH:10])=[CH:6][CH:5]=[CH:4][N:3]=1.[Cl:11]N1C(=O)CCC1=O.Cl. (8) Given the product [F:15][C:16]([F:21])([F:20])[C:17]([OH:19])=[O:18].[CH3:14][C:3]1([C:1]#[N:2])[CH2:6][NH:5][CH2:4]1, predict the reactants needed to synthesize it. The reactants are: [C:1]([C:3]1([CH3:14])[CH2:6][N:5](C(OC(C)(C)C)=O)[CH2:4]1)#[N:2].[F:15][C:16]([F:21])([F:20])[C:17]([OH:19])=[O:18]. (9) Given the product [CH3:1][CH2:2][O:3][C:4]([NH:6][C:7]1[CH:8]=[CH:9][C:10]([NH:14][CH2:15][C:16]2[CH:17]=[CH:18][C:19]([F:22])=[CH:20][CH:21]=2)=[N:11][C:12]=1[NH2:13])=[O:5].[CH:24](/[C:23]([OH:30])=[O:29])=[CH:25]/[C:26]([OH:28])=[O:27], predict the reactants needed to synthesize it. The reactants are: [CH3:1][CH2:2][O:3][C:4]([NH:6][C:7]1[CH:8]=[CH:9][C:10]([NH:14][CH2:15][C:16]2[CH:17]=[CH:18][C:19]([F:22])=[CH:20][CH:21]=2)=[N:11][C:12]=1[NH2:13])=[O:5].[C:23]([OH:30])(=[O:29])/[CH:24]=[CH:25]\[C:26]([OH:28])=[O:27]. (10) Given the product [CH:1]([N:4]1[C:12](=[O:13])[CH2:11][N:10]2[N:9]=[C:8]([N+:17]([O-:19])=[O:18])[CH:7]=[C:6]2[CH2:5]1)([CH3:3])[CH3:2], predict the reactants needed to synthesize it. The reactants are: [CH:1]([NH:4][CH2:5][C:6]1[N:10]([CH2:11][C:12](OCC)=[O:13])[N:9]=[C:8]([N+:17]([O-:19])=[O:18])[CH:7]=1)([CH3:3])[CH3:2].